From a dataset of Full USPTO retrosynthesis dataset with 1.9M reactions from patents (1976-2016). Predict the reactants needed to synthesize the given product. The reactants are: Br[C:2]1[C:3]([NH2:9])=[N:4][CH:5]=[C:6]([Cl:8])[CH:7]=1.[C:10]1([C:16]#[CH:17])[CH:15]=[CH:14][CH:13]=[CH:12][CH:11]=1.C(N(CC)CC)C.O.CCOC(C)=O. Given the product [Cl:8][C:6]1[CH:7]=[C:2]([C:17]#[C:16][C:10]2[CH:15]=[CH:14][CH:13]=[CH:12][CH:11]=2)[C:3]([NH2:9])=[N:4][CH:5]=1, predict the reactants needed to synthesize it.